The task is: Predict the reaction yield, written as a fraction of the theoretical maximum amount of product (1.0 means a 100% yield; for example, 0.34 means a 34% yield).. This data is from Reaction yield outcomes from USPTO patents with 853,638 reactions. (1) The reactants are [C:1]([N:5]1[C:9]([NH2:10])=[CH:8][C:7]([CH:11]2[CH2:14][CH2:13][CH2:12]2)=[N:6]1)([CH3:4])([CH3:3])[CH3:2].C([O:17][C:18](=O)[CH:19]([C:22]1[CH:27]=[CH:26][CH:25]=[CH:24][CH:23]=1)[CH:20]=O)C. The catalyst is CC(O)=O. The product is [C:1]([N:5]1[C:9]2[NH:10][C:18](=[O:17])[C:19]([C:22]3[CH:27]=[CH:26][CH:25]=[CH:24][CH:23]=3)=[CH:20][C:8]=2[C:7]([CH:11]2[CH2:14][CH2:13][CH2:12]2)=[N:6]1)([CH3:4])([CH3:2])[CH3:3]. The yield is 0.0900. (2) The reactants are C[C:2]1(C)[CH:6]2[CH2:7][CH2:8][C:3]1(CS(O)(=O)=O)[C:4](=O)[CH2:5]2.C(O[C:19]([C@H:21]1[C@@H:26]([NH2:27])[C@@H:25]2[CH2:28][C@H:22]1[CH2:23][CH2:24]2)=[O:20])C.C1(CCOS(C2C=CC(C)=CC=2)(=O)=O)CCCC1.[I-].[K+].[CH3:49][S:50]([NH:53][CH2:54][C:55]1[C:63]2[S:62](=[O:65])(=[O:64])[N:61]=[C:60]([CH2:66][C:67](O)=[O:68])[NH:59][C:58]=2[S:57][CH:56]=1)(=[O:52])=[O:51].Cl.CN(C)CCCN=C=NCC.C(N(CC)CC)C. The catalyst is CN(C)C=O. The product is [CH:3]1([CH2:4][CH2:5][N:27]2[C:67](=[O:68])[C:66]([C:60]3[NH:59][C:58]4[S:57][CH:56]=[C:55]([CH2:54][NH:53][S:50]([CH3:49])(=[O:51])=[O:52])[C:63]=4[S:62](=[O:65])(=[O:64])[N:61]=3)=[C:19]([OH:20])[C@H:21]3[C@@H:26]2[C@H:25]2[CH2:28][C@@H:22]3[CH2:23][CH2:24]2)[CH2:2][CH2:6][CH2:7][CH2:8]1. The yield is 0.0720. (3) The reactants are Cl[C:2]1[N:3]=[CH:4][C:5]2[N:10]=[C:9]([NH:11][C:12](=[O:16])[O:13][CH2:14][CH3:15])[S:8][C:6]=2[N:7]=1.[CH3:17][NH:18][CH3:19].CO. No catalyst specified. The product is [CH3:17][N:18]([CH3:19])[C:2]1[N:3]=[CH:4][C:5]2[N:10]=[C:9]([NH:11][C:12](=[O:16])[O:13][CH2:14][CH3:15])[S:8][C:6]=2[N:7]=1. The yield is 0.990. (4) The reactants are [NH2:1][C:2]1[C:3](=[O:21])[N:4]([CH2:13][C:14]2[CH:19]=[CH:18][C:17]([Cl:20])=[CH:16][CH:15]=2)[C:5](=[O:12])[N:6]([CH2:9][CH2:10][CH3:11])[C:7]=1[NH2:8].[OH:22][CH:23]([CH3:27])[C:24](O)=O.C(O)C.[OH-].[Na+]. The catalyst is O1CCOCC1.O.C(O)(=O)C. The product is [Cl:20][C:17]1[CH:18]=[CH:19][C:14]([CH2:13][N:4]2[C:3](=[O:21])[C:2]3[NH:1][C:24]([CH:23]([OH:22])[CH3:27])=[N:8][C:7]=3[N:6]([CH2:9][CH2:10][CH3:11])[C:5]2=[O:12])=[CH:15][CH:16]=1. The yield is 0.570. (5) The reactants are O[CH:2]1[C:6]([CH3:8])([CH3:7])[S:5][C:4](=[O:9])[N:3]1[CH2:10][C:11]1[CH:16]=[CH:15][CH:14]=[CH:13][C:12]=1[N+:17]([O-:19])=[O:18].C([SiH](CC)CC)C.FC(F)(F)C(O)=O. The catalyst is C(Cl)(Cl)Cl. The product is [CH3:7][C:6]1([CH3:8])[S:5][C:4](=[O:9])[N:3]([CH2:10][C:11]2[CH:16]=[CH:15][CH:14]=[CH:13][C:12]=2[N+:17]([O-:19])=[O:18])[CH2:2]1. The yield is 0.920. (6) The reactants are [C:1]([O:5][C:6]([NH:8][CH2:9][C:10]1[CH:11]=[C:12]([CH:16]=[CH:17][CH:18]=1)[C:13]([OH:15])=O)=[O:7])([CH3:4])([CH3:3])[CH3:2].[N:19]1([CH2:24][CH2:25][NH2:26])[CH2:23][CH2:22][CH2:21][CH2:20]1.C(Cl)CCl.C1C=CC2N(O)N=NC=2C=1.C(N(CC)CC)C. The catalyst is CN(C=O)C.CCOC(C)=O. The product is [C:1]([O:5][C:6](=[O:7])[NH:8][CH2:9][C:10]1[CH:18]=[CH:17][CH:16]=[C:12]([C:13](=[O:15])[NH:26][CH2:25][CH2:24][N:19]2[CH2:23][CH2:22][CH2:21][CH2:20]2)[CH:11]=1)([CH3:2])([CH3:3])[CH3:4]. The yield is 0.580. (7) The reactants are Cl[C:2]1[CH:11]=[CH:10][C:5]([C:6]([O:8][CH3:9])=[O:7])=[C:4]([N+:12]([O-:14])=[O:13])[CH:3]=1.[F:15][C:16]1[CH:17]=[C:18](B(O)O)[CH:19]=[CH:20][C:21]=1[F:22].[F-].[Cs+].O. The catalyst is C(OCC)(=O)C.C1CCC(P(C2CCCCC2)C2CCCCC2)CC1.C1CCC(P(C2CCCCC2)C2CCCCC2)CC1.Cl[Pd]Cl.CCCCCC.C(OCC)(=O)C.C(#N)C. The product is [F:15][C:16]1[CH:17]=[C:18]([C:2]2[CH:11]=[CH:10][C:5]([C:6]([O:8][CH3:9])=[O:7])=[C:4]([N+:12]([O-:14])=[O:13])[CH:3]=2)[CH:19]=[CH:20][C:21]=1[F:22]. The yield is 0.670. (8) The reactants are [Br:1][C:2]1[CH:3]=[C:4]2[N:13]([CH3:14])[CH:12]=[CH:11][C:5]2=[N:6][C:7]=1[CH:8]([NH2:10])[CH3:9]. The catalyst is O.C(O)(C)C. The product is [Br:1][C:2]1[CH:3]=[C:4]2[N:13]([CH3:14])[CH:12]=[CH:11][C:5]2=[N:6][C:7]=1[C@@H:8]([NH2:10])[CH3:9]. The yield is 0.996. (9) The reactants are [Cl:1][C:2]1[CH:3]=[CH:4][C:5]([O:8][C:9]2[CH:10]=[C:11]([CH2:15]O)[CH:12]=[CH:13][CH:14]=2)=[N:6][CH:7]=1.N1C=CN=C1.C1(P(C2C=CC=CC=2)C2C=CC=CC=2)C=CC=CC=1.[Br:41]Br. The catalyst is ClCCl. The product is [Br:41][CH2:15][C:11]1[CH:10]=[C:9]([CH:14]=[CH:13][CH:12]=1)[O:8][C:5]1[CH:4]=[CH:3][C:2]([Cl:1])=[CH:7][N:6]=1. The yield is 0.870.